Dataset: Full USPTO retrosynthesis dataset with 1.9M reactions from patents (1976-2016). Task: Predict the reactants needed to synthesize the given product. (1) Given the product [CH3:16][O:15][N:14]([CH3:13])[C:9]([C:8]1[C:3]([O:2][CH3:1])=[N:4][CH:5]=[N:6][CH:7]=1)=[O:11], predict the reactants needed to synthesize it. The reactants are: [CH3:1][O:2][C:3]1[C:8]([C:9]([OH:11])=O)=[CH:7][N:6]=[CH:5][N:4]=1.Cl.[CH3:13][NH:14][O:15][CH3:16].CCN=C=NCCCN(C)C.Cl. (2) Given the product [NH2:23][CH2:22][CH2:21][N:20]([CH2:39][CH2:40][OH:41])[C:18](=[O:19])[C:17]([S:14]([C:12]1[CH:11]=[CH:10][C:9]2[N:5]([CH2:4][CH:1]3[CH2:3][CH2:2]3)[C:6]([CH2:33][C:34]([CH3:37])([CH3:36])[CH3:35])=[N:7][C:8]=2[CH:13]=1)(=[O:15])=[O:16])([CH3:32])[CH3:31], predict the reactants needed to synthesize it. The reactants are: [CH:1]1([CH2:4][N:5]2[C:9]3[CH:10]=[CH:11][C:12]([S:14]([C:17]([CH3:32])([CH3:31])[C:18]([NH:20][CH2:21][CH2:22][NH:23]C(=O)OC(C)(C)C)=[O:19])(=[O:16])=[O:15])=[CH:13][C:8]=3[N:7]=[C:6]2[CH2:33][C:34]([CH3:37])([CH3:36])[CH3:35])[CH2:3][CH2:2]1.F[C:39](F)(F)[C:40](O)=[O:41].